Dataset: Forward reaction prediction with 1.9M reactions from USPTO patents (1976-2016). Task: Predict the product of the given reaction. (1) Given the reactants O=[C:2]1[CH2:11][CH2:10][CH2:9][C:8]2[CH:7]=[C:6]([NH:12][C:13](=[O:15])[CH3:14])[CH:5]=[CH:4][C:3]1=2.C[Si]([C:20]#[N:21])(C)C, predict the reaction product. The product is: [C:20]([C:2]1[C:3]2[CH:4]=[CH:5][C:6]([NH:12][C:13](=[O:15])[CH3:14])=[CH:7][C:8]=2[CH2:9][CH2:10][CH:11]=1)#[N:21]. (2) Given the reactants [B:10]1([B:10]2[O:14][C:13]([CH3:16])([CH3:15])[C:12]([CH3:18])([CH3:17])[O:11]2)[O:14][C:13]([CH3:16])([CH3:15])[C:12]([CH3:18])([CH3:17])[O:11]1.Br[C:20]1[CH:25]=[CH:24][C:23]([N:26]2[C:34]3[C:29](=[CH:30][CH:31]=[CH:32][CH:33]=3)[CH:28]=[CH:27]2)=[CH:22][C:21]=1[O:35][CH3:36].C([O-])(=O)C.[K+], predict the reaction product. The product is: [CH3:36][O:35][C:21]1[CH:22]=[C:23]([N:26]2[C:34]3[C:29](=[CH:30][CH:31]=[CH:32][CH:33]=3)[CH:28]=[CH:27]2)[CH:24]=[CH:25][C:20]=1[B:10]1[O:11][C:12]([CH3:17])([CH3:18])[C:13]([CH3:15])([CH3:16])[O:14]1. (3) Given the reactants [CH3:1][O:2][C:3]1[CH:50]=[CH:49][C:6]([CH2:7][N:8]([CH2:40][C:41]2[CH:46]=[CH:45][C:44]([O:47][CH3:48])=[CH:43][CH:42]=2)[C:9]2[N:14]=[CH:13][C:12]([C:15]3[C:16]4[CH2:29][CH2:28][N:27]([C:30]5[CH:38]=[CH:37][C:33]([C:34]([OH:36])=O)=[CH:32][C:31]=5F)[C:17]=4[N:18]=[C:19]([N:21]4[CH2:26][CH2:25][O:24][CH2:23][CH2:22]4)[N:20]=3)=[CH:11][N:10]=2)=[CH:5][CH:4]=1.[C:51]([N:58]1[CH2:63][CH2:62][NH:61][CH2:60][CH2:59]1)([O:53][C:54]([CH3:57])([CH3:56])[CH3:55])=[O:52], predict the reaction product. The product is: [C:54]([O:53][C:51]([N:58]1[CH2:63][CH2:62][N:61]([C:34](=[O:36])[C:33]2[CH:32]=[CH:31][C:30]([N:27]3[C:17]4[N:18]=[C:19]([N:21]5[CH2:26][CH2:25][O:24][CH2:23][CH2:22]5)[N:20]=[C:15]([C:12]5[CH:11]=[N:10][C:9]([N:8]([CH2:7][C:6]6[CH:5]=[CH:4][C:3]([O:2][CH3:1])=[CH:50][CH:49]=6)[CH2:40][C:41]6[CH:46]=[CH:45][C:44]([O:47][CH3:48])=[CH:43][CH:42]=6)=[N:14][CH:13]=5)[C:16]=4[CH2:29][CH2:28]3)=[CH:38][CH:37]=2)[CH2:60][CH2:59]1)=[O:52])([CH3:57])([CH3:55])[CH3:56]. (4) Given the reactants [NH2:1][C:2]1[S:3][C:4]([C:13]2[CH:18]=[CH:17][CH:16]=[CH:15][CH:14]=2)=[C:5]([C:9]([F:12])([F:11])[F:10])[C:6]=1[C:7]#[N:8].S(=O)(=O)(O)[OH:20].C(=O)(O)[O-].[Na+], predict the reaction product. The product is: [NH2:1][C:2]1[S:3][C:4]([C:13]2[CH:18]=[CH:17][CH:16]=[CH:15][CH:14]=2)=[C:5]([C:9]([F:10])([F:12])[F:11])[C:6]=1[C:7]([NH2:8])=[O:20]. (5) Given the reactants [CH3:1][C:2]1[CH:7]=[C:6]([CH3:8])[CH:5]=[CH:4][C:3]=1[N:9]([CH2:30][CH:31]([CH3:33])[CH3:32])[S:10]([C:13]1[CH:21]=[CH:20][C:19]([O:22][CH2:23][CH:24]2[CH2:29][CH2:28][O:27][CH2:26][CH2:25]2)=[CH:18][C:14]=1[C:15](O)=[O:16])(=[O:12])=[O:11].[H-].[Al+3].[Li+].[H-].[H-].[H-], predict the reaction product. The product is: [CH3:1][C:2]1[CH:7]=[C:6]([CH3:8])[CH:5]=[CH:4][C:3]=1[N:9]([CH2:30][CH:31]([CH3:33])[CH3:32])[S:10]([C:13]1[CH:21]=[CH:20][C:19]([O:22][CH2:23][CH:24]2[CH2:25][CH2:26][O:27][CH2:28][CH2:29]2)=[CH:18][C:14]=1[CH2:15][OH:16])(=[O:12])=[O:11]. (6) Given the reactants [O:1]1[CH:5]=[CH:4][CH:3]=[C:2]1[C:6]([OH:8])=O.C(N1[CH:20]=[CH:19][N:18]=[CH:17]1)([N:18]1[CH:19]=[CH:20]N=[CH:17]1)=O.[C:21]1([C:27]2[N:28]=[CH:29][NH:30][CH:31]=2)[CH:26]=[CH:25][CH:24]=[CH:23][CH:22]=1, predict the reaction product. The product is: [O:1]1[CH:5]=[CH:4][CH:3]=[C:2]1[C:6]([NH:28][C@H:27]([C:29]1[NH:30][CH:31]=[C:27]([C:21]2[CH:22]=[CH:23][CH:24]=[CH:25][CH:26]=2)[N:28]=1)[CH2:21][C:20]1[C:26]2[C:17](=[CH:22][CH:23]=[CH:24][CH:25]=2)[NH:18][CH:19]=1)=[O:8]. (7) Given the reactants [Cl:1][C:2]1[C:3]([O:25][C:26]2[CH:31]=[CH:30][C:29]([C:32]([F:35])([F:34])[F:33])=[CH:28][C:27]=2[C:36]2[C:37]([N+:47]([O-])=O)=[N:38][N:39](C3CCCCO3)[CH:40]=2)=[CH:4][C:5]([F:24])=[C:6]([S:8]([N:11]([C:19]2[N:20]=[CH:21][S:22][CH:23]=2)C(=O)OC(C)(C)C)(=[O:10])=[O:9])[CH:7]=1.[Cl-].[NH4+], predict the reaction product. The product is: [NH2:47][C:37]1[C:36]([C:27]2[CH:28]=[C:29]([C:32]([F:34])([F:35])[F:33])[CH:30]=[CH:31][C:26]=2[O:25][C:3]2[C:2]([Cl:1])=[CH:7][C:6]([S:8]([NH:11][C:19]3[N:20]=[CH:21][S:22][CH:23]=3)(=[O:10])=[O:9])=[C:5]([F:24])[CH:4]=2)=[CH:40][NH:39][N:38]=1. (8) Given the reactants [CH3:1][O:2][C:3]1[CH:9]=[C:8]([N+:10]([O-:12])=[O:11])[CH:7]=[CH:6][C:4]=1[NH2:5].[C:13](O[C:13]([O:15][C:16]([CH3:19])([CH3:18])[CH3:17])=[O:14])([O:15][C:16]([CH3:19])([CH3:18])[CH3:17])=[O:14].C(N(CC)CC)C, predict the reaction product. The product is: [CH3:1][O:2][C:3]1[CH:9]=[C:8]([N+:10]([O-:12])=[O:11])[CH:7]=[CH:6][C:4]=1[NH:5][C:13](=[O:14])[O:15][C:16]([CH3:19])([CH3:18])[CH3:17]. (9) Given the reactants [NH2:1][C:2]1[CH:3]=[C:4]([NH:8][C:9]2[N:14]=[C:13]([NH:15][C:16]3[CH:21]=[CH:20][C:19]4[O:22][CH2:23][CH2:24][O:25][C:18]=4[CH:17]=3)[C:12]([F:26])=[CH:11][N:10]=2)[CH:5]=[CH:6][CH:7]=1.Br[CH2:28][CH2:29][OH:30], predict the reaction product. The product is: [CH2:24]1[CH2:23][O:22][C:19]2[CH:20]=[CH:21][C:16]([NH:15][C:13]3[C:12]([F:26])=[CH:11][N:10]=[C:9]([NH:8][C:4]4[CH:5]=[CH:6][CH:7]=[C:2]([NH:1][CH2:28][CH2:29][OH:30])[CH:3]=4)[N:14]=3)=[CH:17][C:18]=2[O:25]1.